Dataset: Catalyst prediction with 721,799 reactions and 888 catalyst types from USPTO. Task: Predict which catalyst facilitates the given reaction. Reactant: [Cl:1][C:2]1[CH:3]=[N:4][N:5]([CH3:17])[C:6]=1[C:7]1[CH:8]=[C:9]([C:14]([OH:16])=O)[S:10][C:11]=1[CH2:12][CH3:13].C(N(CC)C(C)C)(C)C.[NH2:27][C@@H:28]([CH2:41][C:42]1[CH:47]=[CH:46][CH:45]=[CH:44][C:43]=1[C:48]([F:51])([F:50])[F:49])[CH2:29][N:30]1[C:38](=[O:39])[C:37]2[C:32](=[CH:33][CH:34]=[CH:35][CH:36]=2)[C:31]1=[O:40].F[P-](F)(F)(F)(F)F.Br[P+](N1CCCC1)(N1CCCC1)N1CCCC1. The catalyst class is: 2. Product: [Cl:1][C:2]1[CH:3]=[N:4][N:5]([CH3:17])[C:6]=1[C:7]1[CH:8]=[C:9]([C:14]([NH:27][C@@H:28]([CH2:41][C:42]2[CH:47]=[CH:46][CH:45]=[CH:44][C:43]=2[C:48]([F:51])([F:49])[F:50])[CH2:29][N:30]2[C:38](=[O:39])[C:37]3[C:32](=[CH:33][CH:34]=[CH:35][CH:36]=3)[C:31]2=[O:40])=[O:16])[S:10][C:11]=1[CH2:12][CH3:13].